From a dataset of Experimentally validated miRNA-target interactions with 360,000+ pairs, plus equal number of negative samples. Binary Classification. Given a miRNA mature sequence and a target amino acid sequence, predict their likelihood of interaction. The miRNA is hsa-miR-130b-5p with sequence ACUCUUUCCCUGUUGCACUAC. The protein sequence of the target gene is MKHIINSYENINNTARNNSDCPRVVLPEEIFFTISIVGVLENLIVLLAVFKNKNLQAPMYFFICSLAISDMLGSLYKILENILIILRNMGYLKPRGSFETTADDIIDSLFVLSLLGSIFSLSVIAADRYITIFHALRYHSIVTMRRTVVVLTVIWTFCTGTGITMVIFSHHVPTVITFTSLFPLMLVFILCLYVHMFLLARSHTRKISTLPRANMKGAITLTILLGVFIFCWAPFVLHVLLMTFCPSNPYCACYMSLFQVNGMLIMCNAVIDPFIYAFRSPELRDAFKKMIFCSRYW. Result: 1 (interaction).